From a dataset of Full USPTO retrosynthesis dataset with 1.9M reactions from patents (1976-2016). Predict the reactants needed to synthesize the given product. (1) Given the product [Cl:22][CH2:9][C:6]1[CH:5]=[N:4][C:3]([S:2][CH3:1])=[N:8][CH:7]=1, predict the reactants needed to synthesize it. The reactants are: [CH3:1][S:2][C:3]1[N:8]=[CH:7][C:6]([CH2:9]O)=[CH:5][N:4]=1.C(N(CC)CC)C.CS([Cl:22])(=O)=O. (2) Given the product [CH3:1][CH:2]([CH3:34])[C:3]([NH:5][C:6]1[CH:11]=[CH:10][CH:9]=[C:8]([CH:12]2[CH2:17][CH2:16][N:15]([CH2:18][CH2:19][CH2:20][C:21]3[C:37]4[C:36](=[C:45]5[CH:44]=[CH:43][CH:42]=[CH:41][C:40]5=[CH:39][CH:38]=4)[NH:46][C:22]=3[C:23]3[CH:28]=[CH:27][C:26]([C:29]([F:32])([F:31])[F:30])=[CH:25][CH:24]=3)[CH2:14][CH2:13]2)[CH:7]=1)=[O:4], predict the reactants needed to synthesize it. The reactants are: [CH3:1][CH:2]([CH3:34])[C:3]([NH:5][C:6]1[CH:11]=[CH:10][CH:9]=[C:8]([CH:12]2[CH2:17][CH2:16][N:15]([CH2:18][CH2:19][CH2:20][CH2:21][C:22](=O)[C:23]3[CH:28]=[CH:27][C:26]([C:29]([F:32])([F:31])[F:30])=[CH:25][CH:24]=3)[CH2:14][CH2:13]2)[CH:7]=1)=[O:4].Cl.[C:36]1([NH:46]N)[C:45]2[C:40](=[CH:41][CH:42]=[CH:43][CH:44]=2)[CH:39]=[CH:38][CH:37]=1. (3) Given the product [C:1]([O:5][C:6]([N:8]1[CH2:13][CH2:12][C@@H:11]([C:14]2[CH:19]=[CH:18][N:17]([CH3:20])[C:16](=[O:21])[CH:15]=2)[C@H:10]([C:22]2[CH:27]=[CH:26][C:25]([C:40]3[CH:39]=[CH:38][CH:37]=[CH:36][C:35]=3[CH2:34][CH2:33][CH2:32][O:31][CH3:30])=[CH:24][C:23]=2[Cl:29])[CH2:9]1)=[O:7])([CH3:4])([CH3:3])[CH3:2], predict the reactants needed to synthesize it. The reactants are: [C:1]([O:5][C:6]([N:8]1[CH2:13][CH2:12][C@@H:11]([C:14]2[CH:19]=[CH:18][N:17]([CH3:20])[C:16](=[O:21])[CH:15]=2)[C@H:10]([C:22]2[CH:27]=[CH:26][C:25](Br)=[CH:24][C:23]=2[Cl:29])[CH2:9]1)=[O:7])([CH3:4])([CH3:3])[CH3:2].[CH3:30][O:31][CH2:32][CH2:33][CH2:34][C:35]1[CH:40]=[CH:39][CH:38]=[CH:37][C:36]=1B(O)O.C([O-])([O-])=O.[Na+].[Na+]. (4) The reactants are: C(NC(C)C)(C)C.C([Li])CCC.[C:13]([CH:15]([C:21]1[CH:26]=[CH:25][CH:24]=[C:23]([O:27][CH3:28])[CH:22]=1)[C:16]([O:18][CH2:19][CH3:20])=[O:17])#[N:14].Br[CH2:30][C:31]1[CH:36]=[CH:35][CH:34]=[CH:33][CH:32]=1. Given the product [C:13]([C:15]([C:21]1[CH:26]=[CH:25][CH:24]=[C:23]([O:27][CH3:28])[CH:22]=1)([CH2:30][C:31]1[CH:36]=[CH:35][CH:34]=[CH:33][CH:32]=1)[C:16]([O:18][CH2:19][CH3:20])=[O:17])#[N:14], predict the reactants needed to synthesize it. (5) Given the product [Cl:1][CH2:2][CH2:3][CH2:4][C:6]1[CH:7]=[C:8]2[C:13](=[CH:14][CH:15]=1)[NH:12][C:11](=[O:16])[C:10]([CH3:18])([CH3:17])[CH2:9]2, predict the reactants needed to synthesize it. The reactants are: [Cl:1][CH2:2][CH2:3][C:4]([C:6]1[CH:7]=[C:8]2[C:13](=[CH:14][CH:15]=1)[NH:12][C:11](=[O:16])[C:10]([CH3:18])([CH3:17])[CH2:9]2)=O.FC(F)(F)C(O)=O.C([SiH](CC)CC)C. (6) Given the product [OH:32][C:26]1[CH:27]=[C:28]([OH:31])[CH:29]=[CH:30][C:25]=1[NH:24][C:18]([C:15]1[N:16]=[CH:17][C:12]([O:11][CH2:10][C@@H:9]([NH:8][C:6](=[O:7])[O:5][C:1]([CH3:2])([CH3:3])[CH3:4])[CH3:22])=[CH:13][C:14]=1[F:21])=[O:20], predict the reactants needed to synthesize it. The reactants are: [C:1]([O:5][C:6]([NH:8][C@@H:9]([CH3:22])[CH2:10][O:11][C:12]1[CH:13]=[C:14]([F:21])[C:15]([C:18]([OH:20])=O)=[N:16][CH:17]=1)=[O:7])([CH3:4])([CH3:3])[CH3:2].Cl.[NH2:24][C:25]1[CH:30]=[CH:29][C:28]([OH:31])=[CH:27][C:26]=1[OH:32].CN(C(ON1N=NC2C=CC=NC1=2)=[N+](C)C)C.F[P-](F)(F)(F)(F)F.C(N(CC)C(C)C)(C)C. (7) Given the product [OH:1][C:2]1[CH:7]=[CH:6][C:5]([CH2:8][C:9]([NH:11][C:12]2[CH:17]=[CH:16][CH:15]=[C:14]([CH2:18][CH2:19][C:20]3[CH:21]=[CH:22][CH:23]=[CH:24][CH:25]=3)[CH:13]=2)=[O:10])=[CH:4][C:3]=1[O:26][CH3:27], predict the reactants needed to synthesize it. The reactants are: [OH:1][C:2]1[CH:7]=[CH:6][C:5]([CH2:8][C:9]([NH:11][C:12]2[CH:17]=[CH:16][CH:15]=[C:14]([C:18]#[C:19][C:20]3[CH:25]=[CH:24][CH:23]=[CH:22][CH:21]=3)[CH:13]=2)=[O:10])=[CH:4][C:3]=1[O:26][CH3:27]. (8) Given the product [CH3:54][O:53][C:51]([C:50]1[CH:49]=[CH:48][C:47]([CH2:46][CH2:45][C:42]2[CH:41]=[CH:40][C:39]([NH:38][C:36]([C:35]3[C:34]4[CH2:57][CH2:58][CH2:59][CH2:60][C:33]=4[S:32][C:31]=3[NH:30][C:18]([C:17]3[CH:16]=[C:15]([S:12]([NH:11][C:8]4[CH:9]=[CH:10][C:5]([C:3]([O:2][CH3:1])=[O:4])=[CH:6][CH:7]=4)(=[O:14])=[O:13])[CH:23]=[CH:22][CH:21]=3)=[O:19])=[O:37])=[CH:44][CH:43]=2)=[CH:56][CH:55]=1)=[O:52], predict the reactants needed to synthesize it. The reactants are: [CH3:1][O:2][C:3]([C:5]1[CH:10]=[CH:9][C:8]([NH:11][S:12]([C:15]2[CH:16]=[C:17]([CH:21]=[CH:22][CH:23]=2)[C:18](O)=[O:19])(=[O:14])=[O:13])=[CH:7][CH:6]=1)=[O:4].C(Cl)(=O)C(Cl)=O.[NH2:30][C:31]1[S:32][C:33]2[CH2:60][CH2:59][CH2:58][CH2:57][C:34]=2[C:35]=1[C:36]([NH:38][C:39]1[CH:44]=[CH:43][C:42]([CH2:45][CH2:46][C:47]2[CH:56]=[CH:55][C:50]([C:51]([O:53][CH3:54])=[O:52])=[CH:49][CH:48]=2)=[CH:41][CH:40]=1)=[O:37].